Dataset: Forward reaction prediction with 1.9M reactions from USPTO patents (1976-2016). Task: Predict the product of the given reaction. (1) Given the reactants C([O:3][C:4]([CH:6]1[CH2:8][CH:7]1[CH2:9][NH:10][CH:11]1[CH2:16][CH2:15][N:14]([C:17]2[S:18][CH:19]=[C:20]([C:22]3[CH:31]=[CH:30][C:29]4[C:28]([CH3:33])([CH3:32])[CH2:27][CH2:26][C:25]([CH3:35])([CH3:34])[C:24]=4[CH:23]=3)[N:21]=2)[CH2:13][CH2:12]1)=O)C.[H-].C([Al+]CC(C)C)C(C)C.O.CC(=O)OCC, predict the reaction product. The product is: [CH3:32][C:28]1([CH3:33])[CH2:27][CH2:26][C:25]([CH3:34])([CH3:35])[C:24]2[CH:23]=[C:22]([C:20]3[N:21]=[C:17]([N:14]4[CH2:15][CH2:16][CH:11]([NH:10][CH2:9][CH:7]5[CH2:8][CH:6]5[CH2:4][OH:3])[CH2:12][CH2:13]4)[S:18][CH:19]=3)[CH:31]=[CH:30][C:29]1=2. (2) The product is: [Br:1][C:2]1[CH:3]=[C:4]([CH:9]([F:11])[F:10])[C:5]([O:8][Si:16]([C:12]([CH3:15])([CH3:14])[CH3:13])([CH3:19])[CH3:18])=[N:6][CH:7]=1. Given the reactants [Br:1][C:2]1[CH:3]=[C:4]([CH:9]([F:11])[F:10])[C:5](=[O:8])[NH:6][CH:7]=1.[C:12]([Si:16]([CH3:19])([CH3:18])Cl)([CH3:15])([CH3:14])[CH3:13], predict the reaction product. (3) Given the reactants [C:1]([NH:8][CH:9]1[CH2:14][CH2:13][NH:12][CH2:11][CH2:10]1)([O:3][C:4]([CH3:7])([CH3:6])[CH3:5])=[O:2].CS([C:19]1[N:20]=[CH:21][C:22]2[C:27]([C:28]3[CH:33]=[CH:32][CH:31]=[CH:30][CH:29]=3)=[C:26]([C:34]3[CH:39]=[CH:38][C:37]([C:40]4([NH:44][C:45](=[O:51])[O:46][C:47]([CH3:50])([CH3:49])[CH3:48])[CH2:43][CH2:42][CH2:41]4)=[CH:36][CH:35]=3)[O:25][C:23]=2[N:24]=1)(=O)=O, predict the reaction product. The product is: [C:4]([O:3][C:1]([NH:8][CH:9]1[CH2:14][CH2:13][N:12]([C:19]2[N:20]=[CH:21][C:22]3[C:27]([C:28]4[CH:29]=[CH:30][CH:31]=[CH:32][CH:33]=4)=[C:26]([C:34]4[CH:39]=[CH:38][C:37]([C:40]5([NH:44][C:45](=[O:51])[O:46][C:47]([CH3:49])([CH3:48])[CH3:50])[CH2:41][CH2:42][CH2:43]5)=[CH:36][CH:35]=4)[O:25][C:23]=3[N:24]=2)[CH2:11][CH2:10]1)=[O:2])([CH3:7])([CH3:6])[CH3:5].